From a dataset of Reaction yield outcomes from USPTO patents with 853,638 reactions. Predict the reaction yield, written as a fraction of the theoretical maximum amount of product (1.0 means a 100% yield; for example, 0.34 means a 34% yield). The reactants are [C:1]([NH:9][CH2:10][C:11]1[N:12]=[C:13]([N:16]2[CH2:19][CH:18]([O:20][Si](C(C)(C)C)(C3C=CC=CC=3)C3C=CC=CC=3)[CH2:17]2)[S:14][CH:15]=1)(=[O:8])[C:2]1[CH:7]=[CH:6][CH:5]=[CH:4][CH:3]=1.[F-].C([N+](CCCC)(CCCC)CCCC)CCC. The catalyst is O1CCCC1. The product is [C:1]([NH:9][CH2:10][C:11]1[N:12]=[C:13]([N:16]2[CH2:17][CH:18]([OH:20])[CH2:19]2)[S:14][CH:15]=1)(=[O:8])[C:2]1[CH:3]=[CH:4][CH:5]=[CH:6][CH:7]=1. The yield is 0.710.